From a dataset of Forward reaction prediction with 1.9M reactions from USPTO patents (1976-2016). Predict the product of the given reaction. (1) Given the reactants [CH2:1]([O:8][C:9]([NH:11][C:12]([CH2:22][OH:23])([CH2:18][CH2:19][CH:20]=[CH2:21])[C:13]([O:15][CH2:16][CH3:17])=[O:14])=[O:10])[C:2]1[CH:7]=[CH:6][CH:5]=[CH:4][CH:3]=1.CO[C:26](OC)([CH3:28])[CH3:27].C1(C)C=CC(S(O)(=O)=O)=CC=1, predict the reaction product. The product is: [CH2:18]([C:12]1([C:13]([O:15][CH2:16][CH3:17])=[O:14])[CH2:22][O:23][C:26]([CH3:28])([CH3:27])[N:11]1[C:9]([O:8][CH2:1][C:2]1[CH:3]=[CH:4][CH:5]=[CH:6][CH:7]=1)=[O:10])[CH2:19][CH:20]=[CH2:21]. (2) Given the reactants [CH:1]([C:4]1[N:5]([CH2:17][C:18]2[CH:22]=[C:21]([CH3:23])[O:20][N:19]=2)[C:6]2[C:11]([C:12]=1[CH:13]=[O:14])=[CH:10][CH:9]=[C:8]([O:15][CH3:16])[CH:7]=2)([CH3:3])[CH3:2].FC1C=C(C=CC=1F)CNC(C1C2C(=CC(OC(C)C)=CC=2)N(CC2OC=CN=2)C=1C(C)C)=[O:31], predict the reaction product. The product is: [CH:1]([C:4]1[N:5]([CH2:17][C:18]2[CH:22]=[C:21]([CH3:23])[O:20][N:19]=2)[C:6]2[C:11]([C:12]=1[C:13]([OH:31])=[O:14])=[CH:10][CH:9]=[C:8]([O:15][CH3:16])[CH:7]=2)([CH3:3])[CH3:2]. (3) Given the reactants [CH3:1][O:2][C:3]1[CH:4]=[C:5]([C:10]2[O:11][C:12]3[CH:18]=[CH:17][CH:16]=[CH:15][C:13]=3[N:14]=2)[CH:6]=[CH:7][C:8]=1[CH3:9].C(OOC(=O)C1C=CC=CC=1)(=O)C1C=CC=CC=1.[Br:37]N1C(=O)CCC1=O, predict the reaction product. The product is: [Br:37][CH2:9][C:8]1[CH:7]=[CH:6][C:5]([C:10]2[O:11][C:12]3[CH:18]=[CH:17][CH:16]=[CH:15][C:13]=3[N:14]=2)=[CH:4][C:3]=1[O:2][CH3:1]. (4) Given the reactants [CH3:1][C:2]1[CH:7]=[CH:6][C:5]([S:8]([NH:11][C:12]2[CH:13]=[C:14]([C:18]3[CH:19]=[CH:20][C:21]4[N:22]([CH:24]=[C:25]([NH:27][C:28](=[O:30])[CH3:29])[N:26]=4)[N:23]=3)[CH:15]=[CH:16][CH:17]=2)(=[O:10])=[O:9])=[CH:4][CH:3]=1.[C:31](=O)([O-])[O-].[K+].[K+].CN(C=O)C.IC, predict the reaction product. The product is: [CH3:31][N:11]([C:12]1[CH:13]=[C:14]([C:18]2[CH:19]=[CH:20][C:21]3[N:22]([CH:24]=[C:25]([NH:27][C:28](=[O:30])[CH3:29])[N:26]=3)[N:23]=2)[CH:15]=[CH:16][CH:17]=1)[S:8]([C:5]1[CH:6]=[CH:7][C:2]([CH3:1])=[CH:3][CH:4]=1)(=[O:9])=[O:10]. (5) The product is: [S:8]1[C:12]2[CH:13]=[CH:14][CH:15]=[CH:16][C:11]=2[N:10]=[C:9]1[S:17]([N:20]1[CH2:25][CH2:24][N:23]([C:54](=[O:55])[CH2:53][N:50]2[CH:49]=[N:48][C:47]3[C:46](=[O:57])[NH:45][C:44]([NH:43][C:41]([O:40][CH:27]([C:34]4[CH:39]=[CH:38][CH:37]=[CH:36][CH:35]=4)[C:28]4[CH:33]=[CH:32][CH:31]=[CH:30][CH:29]=4)=[O:42])=[N:52][C:51]2=3)[CH2:22][C:21]1=[O:26])(=[O:19])=[O:18]. Given the reactants FC(F)(F)C(O)=O.[S:8]1[C:12]2[CH:13]=[CH:14][CH:15]=[CH:16][C:11]=2[N:10]=[C:9]1[S:17]([N:20]1[CH2:25][CH2:24][NH:23][CH2:22][C:21]1=[O:26])(=[O:19])=[O:18].[CH:27]([O:40][C:41]([NH:43][C:44]1[NH:45][C:46](=[O:57])[C:47]2[N:48]=[CH:49][N:50]([CH2:53][C:54](O)=[O:55])[C:51]=2[N:52]=1)=[O:42])([C:34]1[CH:39]=[CH:38][CH:37]=[CH:36][CH:35]=1)[C:28]1[CH:33]=[CH:32][CH:31]=[CH:30][CH:29]=1, predict the reaction product. (6) The product is: [ClH:28].[C:26]([C@@H:21]1[CH2:22][C@H:23]([F:25])[CH2:24][N:20]1[C:18]([C@@H:17]1[CH2:16][C:15]2[C:10](=[CH:11][CH:12]=[CH:13][CH:14]=2)[CH2:9][NH:8]1)=[O:19])#[N:27]. Given the reactants C(OC([N:8]1[C@H:17]([C:18]([N:20]2[CH2:24][C@@H:23]([F:25])[CH2:22][C@H:21]2[C:26]#[N:27])=[O:19])[CH2:16][C:15]2[C:10](=[CH:11][CH:12]=[CH:13][CH:14]=2)[CH2:9]1)=O)(C)(C)C.[ClH:28].CO, predict the reaction product. (7) Given the reactants [CH2:1]([N:8]1[C:16]2[C:11](=[CH:12][CH:13]=[C:14]([CH:17]=O)[CH:15]=2)[C:10]([C:19]([NH:21][CH2:22][C:23]2[CH:28]=[CH:27][C:26]([F:29])=[C:25]([F:30])[CH:24]=2)=[O:20])=[C:9]1[CH:31]([CH3:33])[CH3:32])[C:2]1[CH:7]=[CH:6][CH:5]=[CH:4][CH:3]=1.Cl.[NH2:35][OH:36].N1C=CC=CC=1, predict the reaction product. The product is: [CH2:1]([N:8]1[C:16]2[C:11](=[CH:12][CH:13]=[C:14](/[CH:17]=[N:35]/[OH:36])[CH:15]=2)[C:10]([C:19]([NH:21][CH2:22][C:23]2[CH:28]=[CH:27][C:26]([F:29])=[C:25]([F:30])[CH:24]=2)=[O:20])=[C:9]1[CH:31]([CH3:33])[CH3:32])[C:2]1[CH:7]=[CH:6][CH:5]=[CH:4][CH:3]=1. (8) Given the reactants [N+:1]([C:4]1[CH:5]=[C:6]([C:11]2[CH:16]=[CH:15][CH:14]=[CH:13][C:12]=2[C:17]([F:20])([F:19])[F:18])[CH:7]=[CH:8][C:9]=1[NH2:10])([O-:3])=[O:2].[H-].[Na+].[C:23]([C:27]1[S:28][C:29]([C:32](O)=[O:33])=[CH:30][N:31]=1)([CH3:26])([CH3:25])[CH3:24].C(Cl)(=O)C(Cl)=O, predict the reaction product. The product is: [N+:1]([C:4]1[CH:5]=[C:6]([C:11]2[CH:16]=[CH:15][CH:14]=[CH:13][C:12]=2[C:17]([F:18])([F:19])[F:20])[CH:7]=[CH:8][C:9]=1[NH:10][C:32]([C:29]1[S:28][C:27]([C:23]([CH3:26])([CH3:25])[CH3:24])=[N:31][CH:30]=1)=[O:33])([O-:3])=[O:2]. (9) Given the reactants [C:1]([O:5][C:6]([N:8]1[CH2:13][CH2:12][O:11][CH2:10][CH:9]1[C:14]([OH:16])=O)=[O:7])([CH3:4])([CH3:3])[CH3:2].[N:17]1C=CC=CC=1.C(OC(OC(C)(C)C)=O)(OC(C)(C)C)=O, predict the reaction product. The product is: [NH2:17][C:14]([CH:9]1[CH2:10][O:11][CH2:12][CH2:13][N:8]1[C:6]([O:5][C:1]([CH3:4])([CH3:3])[CH3:2])=[O:7])=[O:16].